Predict the reactants needed to synthesize the given product. From a dataset of Full USPTO retrosynthesis dataset with 1.9M reactions from patents (1976-2016). (1) Given the product [S:7]([C:4]1[S:3][C:2]([NH2:1])=[N:6][CH:5]=1)[C:8]#[N:9], predict the reactants needed to synthesize it. The reactants are: [NH2:1][C:2]1[S:3][CH:4]=[CH:5][N:6]=1.[S-:7][C:8]#[N:9].[Na+].BrBr.[NH4+].[OH-]. (2) Given the product [CH2:9]([C@@H:16]1[CH2:19][O:23][C:17](=[O:18])[N:15]1[C:11](=[O:13])/[CH:10]=[CH:9]/[C:4]1[CH:5]=[CH:6][C:7]([Cl:8])=[C:2]([Cl:1])[CH:3]=1)[C:4]1[CH:5]=[CH:6][CH:7]=[CH:2][CH:3]=1, predict the reactants needed to synthesize it. The reactants are: [Cl:1][C:2]1[CH:3]=[C:4](/[CH:9]=[CH:10]/[C:11]([OH:13])=O)[CH:5]=[CH:6][C:7]=1[Cl:8].C[N:15]([CH:17]=[O:18])[CH3:16].[C:19](Cl)(=[O:23])C(Cl)=O.